From a dataset of Peptide-MHC class I binding affinity with 185,985 pairs from IEDB/IMGT. Regression. Given a peptide amino acid sequence and an MHC pseudo amino acid sequence, predict their binding affinity value. This is MHC class I binding data. (1) The peptide sequence is HEEFTTNYL. The MHC is HLA-A02:16 with pseudo-sequence HLA-A02:16. The binding affinity (normalized) is 0.0847. (2) The peptide sequence is GRDHVRVTL. The MHC is HLA-B39:01 with pseudo-sequence HLA-B39:01. The binding affinity (normalized) is 0.633.